From a dataset of Full USPTO retrosynthesis dataset with 1.9M reactions from patents (1976-2016). Predict the reactants needed to synthesize the given product. (1) Given the product [Cl:1][C:2]1[CH:3]=[C:4]2[C:10]([C:11]3[N:16]=[C:15]([NH:31][CH2:32][C@@H:33]4[CH2:38][CH2:37][CH2:36][CH2:35][C@H:34]4[NH:39][C:40](=[O:46])[O:41][C:42]([CH3:44])([CH3:43])[CH3:45])[C:14]([F:20])=[CH:13][N:12]=3)=[CH:9][N:8]([S:21]([C:24]3[CH:30]=[CH:29][C:27]([CH3:28])=[CH:26][CH:25]=3)(=[O:23])=[O:22])[C:5]2=[N:6][CH:7]=1, predict the reactants needed to synthesize it. The reactants are: [Cl:1][C:2]1[CH:3]=[C:4]2[C:10]([C:11]3[N:16]=[C:15](S(C)=O)[C:14]([F:20])=[CH:13][N:12]=3)=[CH:9][N:8]([S:21]([C:24]3[CH:30]=[CH:29][C:27]([CH3:28])=[CH:26][CH:25]=3)(=[O:23])=[O:22])[C:5]2=[N:6][CH:7]=1.[NH2:31][CH2:32][C@@H:33]1[CH2:38][CH2:37][CH2:36][CH2:35][C@H:34]1[NH:39][C:40](=[O:46])[O:41][C:42]([CH3:45])([CH3:44])[CH3:43]. (2) Given the product [OH:17][CH2:16][CH2:15][C:12]1[CH:13]=[CH:14][C:9]([CH2:8][C:3]2([CH2:2][NH:1][S:31]([C:27]3[CH:26]=[N:25][CH:30]=[CH:29][CH:28]=3)(=[O:33])=[O:32])[CH2:4][CH2:5][CH2:6][CH2:7]2)=[CH:10][CH:11]=1, predict the reactants needed to synthesize it. The reactants are: [NH2:1][CH2:2][C:3]1([CH2:8][C:9]2[CH:14]=[CH:13][C:12]([CH2:15][CH2:16][OH:17])=[CH:11][CH:10]=2)[CH2:7][CH2:6][CH2:5][CH2:4]1.C(N(CC)CC)C.[N:25]1[CH:30]=[CH:29][CH:28]=[C:27]([S:31](Cl)(=[O:33])=[O:32])[CH:26]=1. (3) Given the product [CH:1]1([C:6]2([CH2:7][CH2:8][C:9]3[C:14]([O:15][CH3:16])=[CH:13][C:12]([C:17]([CH3:20])([CH3:21])[C:18]#[N:19])=[C:11]([F:22])[CH:10]=3)[CH2:23][C:24]([OH:25])=[CH:29][C:28](=[O:27])[O:30]2)[CH2:2][CH2:3][CH2:4][CH2:5]1, predict the reactants needed to synthesize it. The reactants are: [CH:1]1([C:6](O)([CH2:23][C:24]2[O:25]C(C)(C)[O:27][C:28](=[O:30])[CH:29]=2)[C:7]#[C:8][C:9]2[C:14]([O:15][CH3:16])=[CH:13][C:12]([C:17]([CH3:21])([CH3:20])[C:18]#[N:19])=[C:11]([F:22])[CH:10]=2)[CH2:5][CH2:4][CH2:3][CH2:2]1.C1(C(O)(CC2OC(C)(C)OC(=O)C=2)C#CC2C=CC(C(C)(C)C#N)=C(F)C=2)CCCC1. (4) Given the product [Br:15][C:11]1[C:12]([F:14])=[CH:13][C:8]([O:7][CH3:6])=[N:9][CH:10]=1, predict the reactants needed to synthesize it. The reactants are: C([O-])(=O)C.[Na+].[CH3:6][O:7][C:8]1[CH:13]=[C:12]([F:14])[CH:11]=[CH:10][N:9]=1.[Br:15]Br.[OH-].[Na+]. (5) Given the product [CH3:1][C@@H:2]1[CH2:3][N:4]([CH2:8][C:9]2[CH:14]=[CH:13][C:12]([N:15]3[CH2:20][CH2:19][O:18][CH2:17][CH2:16]3)=[CH:11][C:10]=2[C:21]([F:24])([F:22])[F:23])[CH2:5][CH2:6][N:7]1[C:25]([O:26][N:27]1[C:31](=[O:32])[CH2:30][CH2:29][C:28]1=[O:33])=[O:34], predict the reactants needed to synthesize it. The reactants are: [CH3:1][C@H:2]1[NH:7][CH2:6][CH2:5][N:4]([CH2:8][C:9]2[CH:14]=[CH:13][C:12]([N:15]3[CH2:20][CH2:19][O:18][CH2:17][CH2:16]3)=[CH:11][C:10]=2[C:21]([F:24])([F:23])[F:22])[CH2:3]1.[C:25](=O)([O:34]N1C(=O)CCC1=O)[O:26][N:27]1[C:31](=[O:32])[CH2:30][CH2:29][C:28]1=[O:33].C(N(CC)CC)C.